The task is: Predict the reaction yield, written as a fraction of the theoretical maximum amount of product (1.0 means a 100% yield; for example, 0.34 means a 34% yield).. This data is from Reaction yield outcomes from USPTO patents with 853,638 reactions. The reactants are [CH3:1][N:2]([CH2:4][C:5]1([C:11]2[CH:16]=[CH:15][C:14]([OH:17])=[CH:13][CH:12]=2)[CH2:10][CH2:9][O:8][CH2:7][CH2:6]1)[CH3:3].Cl[CH2:19][CH2:20][CH2:21][N:22]1[CH2:27][CH2:26][CH:25]([C:28]([NH2:30])=[O:29])[CH2:24][CH2:23]1.C([O-])([O-])=O.[K+].[K+].N. The catalyst is CO.C(Cl)Cl.CN(C=O)C. The product is [CH3:3][N:2]([CH2:4][C:5]1([C:11]2[CH:16]=[CH:15][C:14]([O:17][CH2:19][CH2:20][CH2:21][N:22]3[CH2:23][CH2:24][CH:25]([C:28]([NH2:30])=[O:29])[CH2:26][CH2:27]3)=[CH:13][CH:12]=2)[CH2:6][CH2:7][O:8][CH2:9][CH2:10]1)[CH3:1]. The yield is 0.200.